Task: Predict which catalyst facilitates the given reaction.. Dataset: Catalyst prediction with 721,799 reactions and 888 catalyst types from USPTO (1) Reactant: [Cl-].[NH4+].C(O)C.[CH2:6]([O:13][C:14]1[CH:23]=[C:22]2[C:17]([C:18]([O:24][C:25]3[CH:30]=[CH:29][C:28]([N+:31]([O-])=O)=[CH:27][CH:26]=3)=[CH:19][CH:20]=[N:21]2)=[CH:16][C:15]=1[C:34]#[N:35])[C:7]1[CH:12]=[CH:11][CH:10]=[CH:9][CH:8]=1. Product: [NH2:31][C:28]1[CH:27]=[CH:26][C:25]([O:24][C:18]2[C:17]3[C:22](=[CH:23][C:14]([O:13][CH2:6][C:7]4[CH:12]=[CH:11][CH:10]=[CH:9][CH:8]=4)=[C:15]([C:34]#[N:35])[CH:16]=3)[N:21]=[CH:20][CH:19]=2)=[CH:30][CH:29]=1. The catalyst class is: 150. (2) Reactant: Cl[CH2:2][CH2:3][CH2:4][CH2:5][CH2:6][CH2:7][CH2:8][CH2:9][O:10][C:11]1[CH:16]=[CH:15][C:14](/[CH:17]=[CH:18]/[C:19]([O:21][CH3:22])=[O:20])=[CH:13][C:12]=1[O:23][CH3:24].[I-:25].[Na+]. Product: [I:25][CH2:2][CH2:3][CH2:4][CH2:5][CH2:6][CH2:7][CH2:8][CH2:9][O:10][C:11]1[CH:16]=[CH:15][C:14](/[CH:17]=[CH:18]/[C:19]([O:21][CH3:22])=[O:20])=[CH:13][C:12]=1[O:23][CH3:24]. The catalyst class is: 21. (3) Reactant: [C:1]([C:5]1[CH:6]=[C:7]([CH:30]=[CH:31][CH:32]=1)[O:8][CH2:9][C:10]1([CH2:13][O:14][C:15]2[CH:20]=[CH:19][C:18]([CH:21]([C:27]#[C:28][CH3:29])[CH2:22][C:23]([O:25]C)=[O:24])=[CH:17][CH:16]=2)[CH2:12][CH2:11]1)([CH3:4])([CH3:3])[CH3:2].Cl.O. Product: [C:1]([C:5]1[CH:6]=[C:7]([CH:30]=[CH:31][CH:32]=1)[O:8][CH2:9][C:10]1([CH2:13][O:14][C:15]2[CH:16]=[CH:17][C:18]([CH:21]([C:27]#[C:28][CH3:29])[CH2:22][C:23]([OH:25])=[O:24])=[CH:19][CH:20]=2)[CH2:12][CH2:11]1)([CH3:4])([CH3:2])[CH3:3]. The catalyst class is: 36. (4) Reactant: [CH2:1]([O:3][C:4](=[O:17])[CH2:5][O:6][C:7]1[CH:12]=[CH:11][C:10]([Br:13])=[CH:9][C:8]=1[C:14](=[O:16])[CH3:15])[CH3:2].[Br:18]Br. Product: [CH2:1]([O:3][C:4](=[O:17])[CH2:5][O:6][C:7]1[CH:12]=[CH:11][C:10]([Br:13])=[CH:9][C:8]=1[C:14](=[O:16])[CH2:15][Br:18])[CH3:2]. The catalyst class is: 22. (5) Reactant: [Cl:1][C:2]1[CH:7]=[C:6]([O:8][C:9]([F:12])([F:11])[F:10])[CH:5]=[CH:4][C:3]=1[C:13]1[N:18]=[CH:17][N:16]=[C:15]([NH:19][CH:20]([CH:22]2[CH2:24][CH2:23]2)[CH3:21])[C:14]=1[NH2:25].[C:26](OCC)(=[O:30])[C:27]([CH3:29])=O. Product: [Cl:1][C:2]1[CH:7]=[C:6]([O:8][C:9]([F:11])([F:12])[F:10])[CH:5]=[CH:4][C:3]=1[C:13]1[C:14]2[N:25]=[C:27]([CH3:29])[C:26](=[O:30])[N:19]([CH:20]([CH:22]3[CH2:24][CH2:23]3)[CH3:21])[C:15]=2[N:16]=[CH:17][N:18]=1. The catalyst class is: 8. (6) Reactant: [F:1][C:2]([F:15])([F:14])[CH2:3][O:4][C:5]1[N:10]=[C:9]([C:11]([OH:13])=[O:12])[CH:8]=[CH:7][CH:6]=1.CI.[C:18](=O)([O-])[O-].[K+].[K+].O. Product: [F:15][C:2]([F:1])([F:14])[CH2:3][O:4][C:5]1[N:10]=[C:9]([C:11]([O:13][CH3:18])=[O:12])[CH:8]=[CH:7][CH:6]=1. The catalyst class is: 44. (7) Reactant: [Si]([O:8][CH:9]([C:11]1[CH:12]=[CH:13][C:14]2[CH:25]=[CH:24][C:18]3=[N:19][CH:20]=[C:21]([Cl:23])[CH:22]=[C:17]3[C:16](=[O:26])[C:15]=2[CH:27]=1)[CH3:10])(C(C)(C)C)(C)C.[F-].C([N+](CCCC)(CCCC)CCCC)CCC. Product: [Cl:23][C:21]1[CH:22]=[C:17]2[C:16](=[O:26])[C:15]3[CH:27]=[C:11]([CH:9]([OH:8])[CH3:10])[CH:12]=[CH:13][C:14]=3[CH:25]=[CH:24][C:18]2=[N:19][CH:20]=1. The catalyst class is: 7.